From a dataset of hERG Central: cardiac toxicity at 1µM, 10µM, and general inhibition. Predict hERG channel inhibition at various concentrations. (1) Results: hERG_inhib (hERG inhibition (general)): blocker. The compound is Cc1ccc(NC(=O)CN(C)CC(=O)Nc2sc3c(c2C(N)=O)CCC3)cc1. (2) The compound is Cc1ccc(C(=O)OCC(=O)Nc2ncc(C(F)(F)F)cc2Cl)cc1NC(=O)c1ccco1. Results: hERG_inhib (hERG inhibition (general)): blocker. (3) Results: hERG_inhib (hERG inhibition (general)): blocker. The molecule is O=C1CCN(Cc2ccccc2)CCN1[C@H](CSc1ccccc1)Cc1ccccc1. (4) The drug is CCN(CC)CCN(C(=O)c1ccc2c(c1)OCCO2)c1nc2c(Cl)cccc2s1.Cl. Results: hERG_inhib (hERG inhibition (general)): blocker. (5) The drug is CCCCn1c(CN2CCN(C)CC2)nc2ccccc21. Results: hERG_inhib (hERG inhibition (general)): blocker. (6) The drug is CC1CCN(CCCNC(=O)c2cc3c(Cl)nc4ccccc4c3s2)CC1. Results: hERG_inhib (hERG inhibition (general)): blocker. (7) The drug is Cc1cccc(NC(=S)N(CCCN2CCCC2)Cc2cccn2Cc2ccc(Cl)cc2)c1. Results: hERG_inhib (hERG inhibition (general)): blocker. (8) The molecule is CS(=O)(=O)Nc1ccc(C2=NN(C(=O)c3ccccc3)C(c3cccs3)C2)cc1. Results: hERG_inhib (hERG inhibition (general)): blocker. (9) The molecule is CCOC(=O)N1CCN(Cc2nc3cc(NC(=O)c4ccco4)ccc3n2CC)CC1. Results: hERG_inhib (hERG inhibition (general)): blocker. (10) The compound is O=c1c2ccccc2nc2n1CC/C2=C\N1CCN(c2ccc([N+](=O)[O-])cc2)CC1. Results: hERG_inhib (hERG inhibition (general)): blocker.